Dataset: Full USPTO retrosynthesis dataset with 1.9M reactions from patents (1976-2016). Task: Predict the reactants needed to synthesize the given product. (1) The reactants are: [CH2:1]([C:5]1[N:18]=[C:9]2[S:10][C:11]3[C:16](=O)[NH:15][CH:14]=[N:13][C:12]=3[C:8]2=[C:7]2[CH2:19][CH2:20][O:21][CH2:22][C:6]=12)[CH:2]([CH3:4])[CH3:3].P(Cl)(Cl)([Cl:25])=O. Given the product [Cl:25][C:16]1[N:15]=[CH:14][N:13]=[C:12]2[C:8]3[C:9](=[N:18][C:5]([CH2:1][CH:2]([CH3:4])[CH3:3])=[C:6]4[CH2:22][O:21][CH2:20][CH2:19][C:7]=34)[S:10][C:11]=12, predict the reactants needed to synthesize it. (2) Given the product [CH3:1][O:2][C:3]1[CH:44]=[C:43]([O:45][CH3:46])[CH:42]=[CH:41][C:4]=1[CH2:5][NH:6][CH2:7][C:8]1[CH:13]=[CH:12][N:11]=[C:10]2[NH:14][C:15]([C:17]3[C:25]4[C:20](=[CH:21][C:22]([O:28][CH3:29])=[C:23]([O:26][CH3:27])[CH:24]=4)[N:19]([CH3:30])[CH:18]=3)=[CH:16][C:9]=12, predict the reactants needed to synthesize it. The reactants are: [CH3:1][O:2][C:3]1[CH:44]=[C:43]([O:45][CH3:46])[CH:42]=[CH:41][C:4]=1[CH2:5][NH:6][CH2:7][C:8]1[CH:13]=[CH:12][N:11]=[C:10]2[N:14](S(C3C=CC(C)=CC=3)(=O)=O)[C:15]([C:17]3[C:25]4[C:20](=[CH:21][C:22]([O:28][CH3:29])=[C:23]([O:26][CH3:27])[CH:24]=4)[N:19]([CH3:30])[CH:18]=3)=[CH:16][C:9]=12.[OH-].[K+]. (3) Given the product [CH3:24][CH2:23][C:22]([N:1]([CH:8]1[CH2:9][CH2:10][N:11]([CH2:14][CH2:15][C:16]2[CH:17]=[CH:18][CH:19]=[CH:20][CH:21]=2)[CH2:12][CH2:13]1)[C:2]1[CH:3]=[CH:4][CH:5]=[CH:6][CH:7]=1)=[O:25], predict the reactants needed to synthesize it. The reactants are: [NH:1]([CH:8]1[CH2:13][CH2:12][N:11]([CH2:14][CH2:15][C:16]2[CH:21]=[CH:20][CH:19]=[CH:18][CH:17]=2)[CH2:10][CH2:9]1)[C:2]1[CH:7]=[CH:6][CH:5]=[CH:4][CH:3]=1.[C:22](Cl)(=[O:25])[CH2:23][CH3:24]. (4) Given the product [OH:32][C:6]1[C:7]2[N:8]([CH:23]=[C:24]([C:26]3[CH:27]=[CH:28][CH:29]=[CH:30][CH:31]=3)[CH:25]=2)[N:9]([CH2:12][C:13]2[CH:18]=[CH:17][C:16]([C:19]([F:21])([F:20])[F:22])=[CH:15][CH:14]=2)[C:10](=[O:11])[C:5]=1[C:3]([NH:33][CH2:34][C:35]([OH:37])=[O:36])=[O:4], predict the reactants needed to synthesize it. The reactants are: CO[C:3]([C:5]1[C:10](=[O:11])[N:9]([CH2:12][C:13]2[CH:18]=[CH:17][C:16]([C:19]([F:22])([F:21])[F:20])=[CH:15][CH:14]=2)[N:8]2[CH:23]=[C:24]([C:26]3[CH:31]=[CH:30][CH:29]=[CH:28][CH:27]=3)[CH:25]=[C:7]2[C:6]=1[OH:32])=[O:4].[NH2:33][CH2:34][C:35]([O-:37])=[O:36].[Na+]. (5) Given the product [CH2:49]([O:48][C:45]1[CH:44]=[CH:43][C:42]([C:41]([NH:40][CH2:39][CH2:38][NH:37][C:8]([C:7]2[C:3]([C:2]([F:12])([F:11])[F:1])=[N:4][NH:5][CH:6]=2)=[O:9])=[O:51])=[CH:47][CH:46]=1)[CH3:50], predict the reactants needed to synthesize it. The reactants are: [F:1][C:2]([F:12])([F:11])[C:3]1[C:7]([C:8](O)=[O:9])=[CH:6][NH:5][N:4]=1.C1C=CC2N(O)N=NC=2C=1.O.CCN=C=NCCCN(C)C.Cl.Cl.[NH2:37][CH2:38][CH2:39][NH:40][C:41](=[O:51])[C:42]1[CH:47]=[CH:46][C:45]([O:48][CH2:49][CH3:50])=[CH:44][CH:43]=1.C(N(CC)CC)C.